This data is from Full USPTO retrosynthesis dataset with 1.9M reactions from patents (1976-2016). The task is: Predict the reactants needed to synthesize the given product. (1) Given the product [NH2:1][C:2]1[CH:7]=[C:6]([C:8]([F:9])([F:11])[F:10])[C:5]([Br:12])=[CH:4][N:3]=1, predict the reactants needed to synthesize it. The reactants are: [NH2:1][C:2]1[CH:7]=[C:6]([C:8]([F:11])([F:10])[F:9])[CH:5]=[CH:4][N:3]=1.[Br:12]N1C(=O)CCC1=O. (2) Given the product [Cl:46][C:43]1[CH:44]=[CH:45][C:40]([N:39]([CH3:47])[CH2:38][CH2:37][O:24][C:21]2[CH:22]=[CH:23][C:18]([N:13]3[C:14](=[O:17])[C:15]4[S:16][C:8]([C:5]5[CH:4]=[CH:3][C:2]([Cl:1])=[CH:7][CH:6]=5)=[CH:9][C:10]=4[N:11]=[CH:12]3)=[CH:19][C:20]=2[O:25][CH3:26])=[CH:41][CH:42]=1, predict the reactants needed to synthesize it. The reactants are: [Cl:1][C:2]1[CH:7]=[CH:6][C:5]([C:8]2[S:16][C:15]3[C:14](=[O:17])[N:13]([C:18]4[CH:23]=[CH:22][C:21]([OH:24])=[C:20]([O:25][CH3:26])[CH:19]=4)[CH:12]=[N:11][C:10]=3[CH:9]=2)=[CH:4][CH:3]=1.C1(C)C=CC(S(O[CH2:37][CH2:38][N:39]([CH3:47])[C:40]2[CH:45]=[CH:44][C:43]([Cl:46])=[CH:42][CH:41]=2)(=O)=O)=CC=1.C(=O)([O-])[O-].[Cs+].[Cs+].O.C(O)C. (3) The reactants are: C(O)(C(F)(F)F)=O.C(OC([N:15](C(OC(C)(C)C)=O)[C:16]1[C:17]([C:34]2[O:38][N:37]=[C:36]([C:39]3[CH:44]=[CH:43][C:42]([CH2:45][N:46](C)[C:47](=O)OC(C)(C)C)=[CH:41][C:40]=3[CH3:55])[CH:35]=2)=[N:18][C:19]([C:22]2[CH:27]=[CH:26][C:25]([S:28]([CH:31]([CH3:33])[CH3:32])(=[O:30])=[O:29])=[CH:24][CH:23]=2)=[CH:20][N:21]=1)=O)(C)(C)C. Given the product [CH:31]([S:28]([C:25]1[CH:24]=[CH:23][C:22]([C:19]2[N:18]=[C:17]([C:34]3[O:38][N:37]=[C:36]([C:39]4[CH:44]=[CH:43][C:42]([CH2:45][NH:46][CH3:47])=[CH:41][C:40]=4[CH3:55])[CH:35]=3)[C:16]([NH2:15])=[N:21][CH:20]=2)=[CH:27][CH:26]=1)(=[O:29])=[O:30])([CH3:33])[CH3:32], predict the reactants needed to synthesize it. (4) Given the product [CH:1]1([C:4]2[N:8]([C:9]3[CH:14]=[CH:13][CH:12]=[C:11]([C:15]([F:18])([F:17])[F:16])[CH:10]=3)[N:7]=[C:6]([CH3:19])[C:5]=2[C:20]([N:22]2[CH2:27][CH2:26][CH:25]([N:33]3[CH2:34][CH2:35][C@@H:36]([NH:37][C:38](=[O:40])[CH3:39])[C@H:32]3[CH2:31][OH:30])[CH2:24][CH2:23]2)=[O:21])[CH2:3][CH2:2]1, predict the reactants needed to synthesize it. The reactants are: [CH:1]1([C:4]2[N:8]([C:9]3[CH:14]=[CH:13][CH:12]=[C:11]([C:15]([F:18])([F:17])[F:16])[CH:10]=3)[N:7]=[C:6]([CH3:19])[C:5]=2[C:20]([N:22]2[CH2:27][CH2:26][C:25](=O)[CH2:24][CH2:23]2)=[O:21])[CH2:3][CH2:2]1.Cl.[OH:30][CH2:31][C@@H:32]1[C@H:36]([NH:37][C:38](=[O:40])[CH3:39])[CH2:35][CH2:34][NH:33]1. (5) The reactants are: Cl.[NH2:2][C@H:3]1[CH2:7][CH2:6][CH2:5][C@@H:4]1[NH:8][C:9](=[O:20])[C:10]1[C:15]([O:16][CH3:17])=[CH:14][CH:13]=[CH:12][C:11]=1[O:18][CH3:19].CCN(C(C)C)C(C)C.F[C:31]1[CH:36]=[CH:35][CH:34]=[C:33]([C:37]([F:40])([F:39])[F:38])[N:32]=1. Given the product [CH3:17][O:16][C:15]1[CH:14]=[CH:13][CH:12]=[C:11]([O:18][CH3:19])[C:10]=1[C:9]([NH:8][C@H:4]1[CH2:5][CH2:6][CH2:7][C@@H:3]1[NH:2][C:31]1[CH:36]=[CH:35][CH:34]=[C:33]([C:37]([F:40])([F:39])[F:38])[N:32]=1)=[O:20], predict the reactants needed to synthesize it. (6) Given the product [CH2:33]([O:35][C:36](=[O:46])[C:37]1[CH:42]=[CH:41][C:40]([NH:43][C:44]([N:14]2[CH2:15][CH2:16][CH2:17][CH:12]([C:6]3([CH2:18][C:19]4[CH:24]=[CH:23][CH:22]=[C:21]([Cl:25])[CH:20]=4)[C:5]4[C:9](=[CH:10][C:2]([Cl:1])=[CH:3][CH:4]=4)[NH:8][C:7]3=[O:11])[CH2:13]2)=[O:45])=[CH:39][CH:38]=1)[CH3:34], predict the reactants needed to synthesize it. The reactants are: [Cl:1][C:2]1[CH:10]=[C:9]2[C:5]([C:6]([CH2:18][C:19]3[CH:24]=[CH:23][CH:22]=[C:21]([Cl:25])[CH:20]=3)([CH:12]3[CH2:17][CH2:16][CH2:15][NH:14][CH2:13]3)[C:7](=[O:11])[NH:8]2)=[CH:4][CH:3]=1.C(N(CC)CC)C.[CH2:33]([O:35][C:36](=[O:46])[C:37]1[CH:42]=[CH:41][C:40]([N:43]=[C:44]=[O:45])=[CH:39][CH:38]=1)[CH3:34]. (7) The reactants are: [CH:1]([C:4]1[C:8]([CH2:9][C:10](OCC)=[O:11])=[CH:7][N:6]([C:15]2[CH:20]=[CH:19][C:18]([C:21]([F:24])([F:23])[F:22])=[CH:17][N:16]=2)[N:5]=1)([CH3:3])[CH3:2].O1CCCC1.[H-].C([Al+]CC(C)C)C(C)C.Cl. Given the product [CH:1]([C:4]1[C:8]([CH2:9][CH2:10][OH:11])=[CH:7][N:6]([C:15]2[CH:20]=[CH:19][C:18]([C:21]([F:22])([F:24])[F:23])=[CH:17][N:16]=2)[N:5]=1)([CH3:3])[CH3:2], predict the reactants needed to synthesize it. (8) Given the product [Cl:1][C:2]1[CH:14]=[C:13]([N+:15]([O-:17])=[O:16])[CH:12]=[CH:11][C:3]=1[C:4]1[N:19]([CH3:18])[N:8]=[CH:7][N:6]=1, predict the reactants needed to synthesize it. The reactants are: [Cl:1][C:2]1[CH:14]=[C:13]([N+:15]([O-:17])=[O:16])[CH:12]=[CH:11][C:3]=1[C:4](/[N:6]=[CH:7]\[N:8](C)C)=O.[CH3:18][NH:19]N.